This data is from Catalyst prediction with 721,799 reactions and 888 catalyst types from USPTO. The task is: Predict which catalyst facilitates the given reaction. (1) Reactant: [F:1][C:2]1[CH:54]=[CH:53][CH:52]=[CH:51][C:3]=1[CH2:4][C:5]1([O:49][CH3:50])[CH2:10][CH2:9][CH2:8][CH:7]([NH:11][C:12]([C:14]2[CH:15]=[C:16]3[C:20](=[CH:21][CH:22]=2)[N:19](C(C2C=CC=CC=2)(C2C=CC=CC=2)C2C=CC=CC=2)[N:18]=[C:17]3[C:42]2[CH:47]=[CH:46][N:45]=[C:44]([CH3:48])[CH:43]=2)=[O:13])[CH2:6]1.[SiH](CC)(CC)CC. The catalyst class is: 67. Product: [F:1][C:2]1[CH:54]=[CH:53][CH:52]=[CH:51][C:3]=1[CH2:4][C:5]1([O:49][CH3:50])[CH2:10][CH2:9][CH2:8][CH:7]([NH:11][C:12]([C:14]2[CH:15]=[C:16]3[C:20](=[CH:21][CH:22]=2)[NH:19][N:18]=[C:17]3[C:42]2[CH:47]=[CH:46][N:45]=[C:44]([CH3:48])[CH:43]=2)=[O:13])[CH2:6]1. (2) Reactant: [CH:1]1([C:4]2[N:8]=[C:7]([C:9]3[C:10]4[CH2:20][CH2:19][CH2:18][CH2:17][C:11]=4[S:12][C:13]=3[N:14]=[C:15]=[O:16])[O:6][N:5]=2)[CH2:3][CH2:2]1.[OH:21][C@@H:22]1[CH2:26][NH:25][C@@H:24]([C:27]([OH:29])=[O:28])[CH2:23]1. Product: [CH:1]1([C:4]2[N:8]=[C:7]([C:9]3[C:10]4[CH2:20][CH2:19][CH2:18][CH2:17][C:11]=4[S:12][C:13]=3[NH:14][C:15]([N:25]3[CH2:26][C@@H:22]([OH:21])[CH2:23][C@@H:24]3[C:27]([OH:29])=[O:28])=[O:16])[O:6][N:5]=2)[CH2:2][CH2:3]1. The catalyst class is: 61. (3) Reactant: [CH3:1][S:2](Cl)(=[O:4])=[O:3].[CH3:6][N:7]1[C:12](=[O:13])[CH:11]=[C:10]([C:14]2[CH2:15][CH2:16][NH:17][CH2:18][CH:19]=2)[C:9]([C:20]2[CH:25]=[CH:24][CH:23]=[CH:22][C:21]=2[O:26][C:27]2[CH:32]=[CH:31][CH:30]=[CH:29][CH:28]=2)=[N:8]1.C(N(CC)CC)C. Product: [CH3:6][N:7]1[C:12](=[O:13])[CH:11]=[C:10]([C:14]2[CH2:15][CH2:16][N:17]([S:2]([CH3:1])(=[O:4])=[O:3])[CH2:18][CH:19]=2)[C:9]([C:20]2[CH:25]=[CH:24][CH:23]=[CH:22][C:21]=2[O:26][C:27]2[CH:32]=[CH:31][CH:30]=[CH:29][CH:28]=2)=[N:8]1. The catalyst class is: 54. (4) Reactant: [H-].[Na+].[O:3]=[C:4]([CH2:11][CH2:12][CH3:13])[CH2:5][C:6]([O:8][CH2:9][CH3:10])=[O:7].Br[CH2:15][C:16]1[CH:21]=[CH:20][C:19]([C:22]2[C:23]([C:28]#[N:29])=[CH:24][CH:25]=[CH:26][CH:27]=2)=[CH:18][C:17]=1[F:30].[Cl-].[NH4+]. The catalyst class is: 54. Product: [C:28]([C:23]1[CH:24]=[CH:25][CH:26]=[CH:27][C:22]=1[C:19]1[CH:20]=[CH:21][C:16]([CH2:15][CH:5]([C:4](=[O:3])[CH2:11][CH2:12][CH3:13])[C:6]([O:8][CH2:9][CH3:10])=[O:7])=[C:17]([F:30])[CH:18]=1)#[N:29]. (5) Reactant: [C:1]([OH:5])(=O)[C:2]#[CH:3].[NH2:6][C:7]1[CH:12]=[CH:11][C:10]([C:13]2[CH2:17][CH2:16][N:15]([C:18](=[O:31])[CH2:19][C:20]3[CH:25]=[C:24]([O:26][CH3:27])[C:23]([O:28][CH3:29])=[CH:22][C:21]=3[Br:30])[N:14]=2)=[CH:9][CH:8]=1.C(Cl)CCl. Product: [Br:30][C:21]1[CH:22]=[C:23]([O:28][CH3:29])[C:24]([O:26][CH3:27])=[CH:25][C:20]=1[CH2:19][C:18]([N:15]1[CH2:16][CH2:17][C:13]([C:10]2[CH:9]=[CH:8][C:7]([NH:6][C:1](=[O:5])[C:2]#[CH:3])=[CH:12][CH:11]=2)=[N:14]1)=[O:31]. The catalyst class is: 3. (6) Reactant: [CH3:1][CH:2]1[NH:6][CH2:5][CH:4]([CH2:7][N:8]2[C:16]3[C:11](=[CH:12][C:13]([C:17]4[CH:18]=[N:19][N:20]([CH:22]5[CH2:27][CH2:26][CH2:25][CH2:24][O:23]5)[CH:21]=4)=[CH:14][CH:15]=3)[CH:10]=[CH:9]2)[CH2:3]1.C(N(CC)CC)C.[C:35](Cl)(=[O:42])[C:36]1[CH:41]=[CH:40][CH:39]=[CH:38][CH:37]=1.C(OCC)(=O)C.CCCCCC. Product: [CH3:1][CH:2]1[CH2:3][CH:4]([CH2:7][N:8]2[C:16]3[C:11](=[CH:12][C:13]([C:17]4[CH:18]=[N:19][N:20]([CH:22]5[CH2:27][CH2:26][CH2:25][CH2:24][O:23]5)[CH:21]=4)=[CH:14][CH:15]=3)[CH:10]=[CH:9]2)[CH2:5][N:6]1[C:35]([C:36]1[CH:41]=[CH:40][CH:39]=[CH:38][CH:37]=1)=[O:42]. The catalyst class is: 4. (7) Reactant: [CH3:1][N:2]1[C:11](=[O:12])[C:10]2[NH:9][CH:8]=[N:7][C:6]=2[NH:5][C:3]1=[O:4].C(=O)([O-])[O-].[K+].[K+].Cl[CH2:20][C:21]([O:23][CH2:24][CH3:25])=[O:22]. Product: [CH2:24]([O:23][C:21](=[O:22])[CH2:20][N:9]1[C:10]2[C:11](=[O:12])[N:2]([CH3:1])[C:3](=[O:4])[NH:5][C:6]=2[N:7]=[CH:8]1)[CH3:25]. The catalyst class is: 3.